From a dataset of Reaction yield outcomes from USPTO patents with 853,638 reactions. Predict the reaction yield, written as a fraction of the theoretical maximum amount of product (1.0 means a 100% yield; for example, 0.34 means a 34% yield). (1) The reactants are [CH3:1][C:2]([C:6]1[CH:11]=[CH:10][C:9]([N+:12]([O-:14])=[O:13])=[CH:8][CH:7]=1)([CH3:5])[C:3]#[N:4].Cl.[OH-].[Na+]. The catalyst is C1COCC1. The product is [CH3:5][C:2]([C:6]1[CH:11]=[CH:10][C:9]([N+:12]([O-:14])=[O:13])=[CH:8][CH:7]=1)([CH3:1])[CH2:3][NH2:4]. The yield is 0.900. (2) The reactants are CC[N:3](C(C)C)C(C)C.[Cl:10][C:11]1[CH:33]=[CH:32][C:14]2[NH:15][C:16]([S:18][C:19]3[C:24]4[NH:25][C:26](=[O:28])[NH:27][C:23]=4[CH:22]=[C:21]([C:29](O)=[O:30])[CH:20]=3)=[N:17][C:13]=2[CH:12]=1.[Cl-].[NH4+].CN(C(ON1N=NC2C=CC=CC1=2)=[N+](C)C)C.[B-](F)(F)(F)F. The catalyst is CN(C=O)C. The product is [Cl:10][C:11]1[CH:33]=[CH:32][C:14]2[NH:15][C:16]([S:18][C:19]3[C:24]4[NH:25][C:26](=[O:28])[NH:27][C:23]=4[CH:22]=[C:21]([C:29]([NH2:3])=[O:30])[CH:20]=3)=[N:17][C:13]=2[CH:12]=1. The yield is 0.350. (3) The reactants are [NH:1]1[C:9]2[C:4](=[CH:5][CH:6]=[CH:7][CH:8]=2)[CH:3]=[N:2]1.[H-].[Na+].Cl[C:13]1[CH:18]=[CH:17][N:16]=[C:15]([S:19][CH3:20])[N:14]=1. The catalyst is CN(C=O)C. The product is [CH3:20][S:19][C:15]1[N:16]=[C:17]([N:2]2[CH:3]=[C:4]3[C:9]([CH:8]=[CH:7][CH:6]=[CH:5]3)=[N:1]2)[CH:18]=[CH:13][N:14]=1. The yield is 0.780. (4) The reactants are ClC1C=CC=C(C(OO)=[O:9])C=1.[CH2:12]([O:19][C:20]([N:22]1[CH2:28][CH:27]=[CH:26][CH2:25][CH2:24][CH:23]1[CH3:29])=[O:21])[C:13]1[CH:18]=[CH:17][CH:16]=[CH:15][CH:14]=1. The catalyst is C(Cl)Cl. The product is [CH2:12]([O:19][C:20]([N:22]1[C@H:23]([CH3:29])[CH2:24][CH2:25][C@H:26]2[C@@H:27]([O:9]2)[CH2:28]1)=[O:21])[C:13]1[CH:14]=[CH:15][CH:16]=[CH:17][CH:18]=1. The yield is 0.750. (5) The reactants are O.O.[C:3]([O-:15])(=[O:14])[CH2:4][C:5]([CH2:10][C:11]([O-:13])=[O:12])([C:7]([O-:9])=[O:8])[OH:6].[Na+:16].[Na+].[Na+]. The catalyst is O. The product is [C:3]([O-:15])(=[O:14])[CH2:4][C:5]([CH2:10][C:11]([O-:13])=[O:12])([C:7]([O-:9])=[O:8])[OH:6].[Na+:16].[Na+:16].[Na+:16]. The yield is 0.0150. (6) The reactants are [F:1][C:2]1[CH:15]=[C:14]([N+:16]([O-:18])=[O:17])[CH:13]=[CH:12][C:3]=1[O:4][C:5]1[CH:10]=[CH:9][N:8]=[C:7]([NH2:11])[CH:6]=1.Cl[C:20](OC1C=CC=CC=1)=[O:21].Cl.Cl.Cl.[CH3:32][N:33]([CH3:44])[CH:34]1[CH2:37][N:36]([CH:38]2[CH2:43][CH2:42][NH:41][CH2:40][CH2:39]2)[CH2:35]1.[OH-].[Na+]. The catalyst is O1CCCC1.O.C(N(CC)CC)C.CN(C)C=O. The product is [F:1][C:2]1[CH:15]=[C:14]([N+:16]([O-:18])=[O:17])[CH:13]=[CH:12][C:3]=1[O:4][C:5]1[CH:10]=[CH:9][N:8]=[C:7]([NH:11][C:20]([N:41]2[CH2:42][CH2:43][CH:38]([N:36]3[CH2:35][CH:34]([N:33]([CH3:44])[CH3:32])[CH2:37]3)[CH2:39][CH2:40]2)=[O:21])[CH:6]=1. The yield is 1.00. (7) The reactants are [NH2:1][C:2]1[C:7]([CH2:8][C:9]2[CH:14]=[CH:13][CH:12]=[CH:11][CH:10]=2)=[N:6][C:5]([C:15]2[CH:20]=[CH:19][C:18]([O:21][CH3:22])=[CH:17][CH:16]=2)=[CH:4][N:3]=1.[C:23]1([CH2:29][C:30](Cl)=[O:31])[CH:28]=[CH:27][CH:26]=[CH:25][CH:24]=1.C(=O)(O)[O-].[Na+]. The catalyst is N1C=CC=CC=1.CN(C)C1C=CN=CC=1. The product is [CH2:8]([C:7]1[C:2]([NH:1][C:30](=[O:31])[CH2:29][C:23]2[CH:28]=[CH:27][CH:26]=[CH:25][CH:24]=2)=[N:3][CH:4]=[C:5]([C:15]2[CH:16]=[CH:17][C:18]([O:21][CH3:22])=[CH:19][CH:20]=2)[N:6]=1)[C:9]1[CH:10]=[CH:11][CH:12]=[CH:13][CH:14]=1. The yield is 0.962.